From a dataset of Reaction yield outcomes from USPTO patents with 853,638 reactions. Predict the reaction yield, written as a fraction of the theoretical maximum amount of product (1.0 means a 100% yield; for example, 0.34 means a 34% yield). (1) The reactants are Br[CH2:2][C:3]1[C:8]([N+:9]([O-:11])=[O:10])=[CH:7][CH:6]=[CH:5][N:4]=1.[Cl:12][C:13]1[CH:18]=[CH:17][CH:16]=[CH:15][C:14]=1[OH:19]. No catalyst specified. The product is [Cl:12][C:13]1[CH:18]=[CH:17][CH:16]=[CH:15][C:14]=1[O:19][CH2:2][C:3]1[C:8]([N+:9]([O-:11])=[O:10])=[CH:7][CH:6]=[CH:5][N:4]=1. The yield is 0.850. (2) The reactants are [CH3:1][S:2]([C:5]1[CH:6]=[CH:7][C:8]([S:14][CH2:15][C:16]([F:19])([F:18])[F:17])=[C:9]([CH:13]=1)[C:10]([OH:12])=O)(=[O:4])=[O:3].[F:20][C:21]1[CH:26]=[C:25]([S:27]([CH3:30])(=[O:29])=[O:28])[CH:24]=[CH:23][C:22]=1[N:31]1[CH2:36][CH2:35][NH:34][CH2:33][CH2:32]1. No catalyst specified. The product is [F:20][C:21]1[CH:26]=[C:25]([S:27]([CH3:30])(=[O:29])=[O:28])[CH:24]=[CH:23][C:22]=1[N:31]1[CH2:36][CH2:35][N:34]([C:10]([C:9]2[CH:13]=[C:5]([S:2]([CH3:1])(=[O:3])=[O:4])[CH:6]=[CH:7][C:8]=2[S:14][CH2:15][C:16]([F:19])([F:18])[F:17])=[O:12])[CH2:33][CH2:32]1. The yield is 0.740. (3) The reactants are [N:1]1[CH:6]=[CH:5][CH:4]=[C:3]([C:7]2[CH:11]=[C:10]([C:12]([F:15])([F:14])[F:13])[N:9]([C:16]3[CH:31]=[CH:30][C:19]([CH2:20][NH:21][C:22](=[O:29])C4C=CC=NC=4)=[CH:18][CH:17]=3)[N:8]=2)[CH:2]=1.[CH2:32]([N:39]=C=O)[C:33]1[CH:38]=[CH:37][CH:36]=[CH:35][CH:34]=1. The catalyst is C(#N)C. The product is [CH2:32]([NH:39][C:22]([NH:21][CH2:20][C:19]1[CH:30]=[CH:31][C:16]([N:9]2[C:10]([C:12]([F:14])([F:15])[F:13])=[CH:11][C:7]([C:3]3[CH:2]=[N:1][CH:6]=[CH:5][CH:4]=3)=[N:8]2)=[CH:17][CH:18]=1)=[O:29])[C:33]1[CH:38]=[CH:37][CH:36]=[CH:35][CH:34]=1. The yield is 0.180. (4) The catalyst is C1COCC1.CCOC(C)=O. The product is [Cl:22][C:21]1[C:12]([CH2:10][OH:9])=[N:13][N:14]2[CH2:19][CH2:18][NH:17][C:16](=[O:20])[C:15]=12. The reactants are [H-].[Al+3].[Li+].[H-].[H-].[H-].C([O:9][C:10]([C:12]1[C:21]([Cl:22])=[C:15]2[C:16](=[O:20])[NH:17][CH2:18][CH2:19][N:14]2[N:13]=1)=O)C. The yield is 0.790. (5) The reactants are Cl[C:2]1[C:7]([CH:8]=[O:9])=[C:6]([N:10]2[CH2:21][CH2:20][N:19]3[C:12](=[CH:13][C:14]4[CH2:15][C:16]([CH3:23])([CH3:22])[CH2:17][C:18]=43)[C:11]2=[O:24])[CH:5]=[CH:4][N:3]=1.[CH3:25][O:26][CH2:27][CH2:28][N:29]1[CH2:34][CH2:33][N:32]2[N:35]=[C:36]([NH:38][C:39]3[C:40](=[O:55])[N:41]([CH3:54])[CH:42]=[C:43](B4OC(C)(C)C(C)(C)O4)[CH:44]=3)[CH:37]=[C:31]2[CH2:30]1.[O-]P([O-])([O-])=O.[K+].[K+].[K+].C([O-])(=O)C.[Na+]. The catalyst is C1C=CC(P(C2C=CC=CC=2)[C-]2C=CC=C2)=CC=1.C1C=CC(P(C2C=CC=CC=2)[C-]2C=CC=C2)=CC=1.Cl[Pd]Cl.[Fe+2].C1COCC1.O. The product is [CH3:22][C:16]1([CH3:23])[CH2:15][C:14]2[CH:13]=[C:12]3[N:19]([CH2:20][CH2:21][N:10]([C:6]4[CH:5]=[CH:4][N:3]=[C:2]([C:43]5[CH:44]=[C:39]([NH:38][C:36]6[CH:37]=[C:31]7[CH2:30][N:29]([CH2:28][CH2:27][O:26][CH3:25])[CH2:34][CH2:33][N:32]7[N:35]=6)[C:40](=[O:55])[N:41]([CH3:54])[CH:42]=5)[C:7]=4[CH:8]=[O:9])[C:11]3=[O:24])[C:18]=2[CH2:17]1. The yield is 0.340.